Dataset: Experimentally validated miRNA-target interactions with 360,000+ pairs, plus equal number of negative samples. Task: Binary Classification. Given a miRNA mature sequence and a target amino acid sequence, predict their likelihood of interaction. (1) The miRNA is hsa-miR-4269 with sequence GCAGGCACAGACAGCCCUGGC. The protein sequence of the target gene is MDGLLNPRESSKFIAENSRDVFIDSGGVRRVAELLLAKAAGPELRVEGWKALHELNPRAADEAAVNWVFVTDTLNFSFWSEQDEHKCVVRYRGKTYSGYWSLCAAVNRALDEGIPITSASYYATVTLDQVRNILRSDTDVSMPLVEERHRILNETGKILLEKFGGSFLNCVRESENSAQKLMHLVVESFPSYRDVTLFEGKRVSFYKRAQILVADTWSVLEGKGDGCFKDISSITMFADYRLPQVLAHLGALKYSDDLLKKLLKGEMLSYGDRQEVEIRGCSLWCVELIRDCLLELIEQK.... Result: 1 (interaction). (2) The miRNA is hsa-miR-1205 with sequence UCUGCAGGGUUUGCUUUGAG. The protein sequence of the target gene is MSKPHSEAGTAFIQTQQLHAAMADTFLEHMCRLDIDSPPITARNTGIICTIGPASRSVETLKEMIKSGMNVARLNFSHGTHEYHAETIKNVRTATESFASDPILYRPVAVALDTKGPEIRTGLIKGSGTAEVELKKGATLKITLDNAYMEKCDENILWLDYKNICKVVEVGSKIYVDDGLISLQVKQKGADFLVTEVENGGSLGSKKGVNLPGAAVDLPAVSEKDIQDLKFGVEQDVDMVFASFIRKASDVHEVRKVLGEKGKNIKIISKIENHEGVRRFDEILEASDGIMVARGDLGIE.... Result: 1 (interaction). (3) The miRNA is hsa-miR-3940-3p with sequence CAGCCCGGAUCCCAGCCCACUU. The protein sequence of the target gene is MGGCAGSRRRFSDSEGEETVPEPRLPLLDHQGAHWKNAVGFWLLGLCNNFSYVVMLSAAHDILSHKRTSGNQSHVDPGPTPIPHNSSSRFDCNSVSTAAVLLADILPTLVIKLLAPLGLHLLPYSPRVLVSGICAAGSFVLVAFSHSVGTSLCGVVFASISSGLGEVTFLSLTAFYPRAVISWWSSGTGGAGLLGALSYLGLTQAGLSPQQTLLSMLGIPALLLASYFLLLTSPEAQDPGGEEEAESAARQPLIRTEAPESKPGSSSSLSLRERWTVFKGLLWYIVPLVVVYFAEYFINQ.... Result: 0 (no interaction). (4) The miRNA is mmu-let-7d-5p with sequence AGAGGUAGUAGGUUGCAUAGUU. The protein sequence of the target gene is MEESTAPIEAHAAAGAEAGAEGGEGVSVPPPPQFEAAGASAGVSSAPLQQASGLAPLLVTPGPAIRRAASLRPAPAEGGGARSGPERNSGSWTKQILCRYYLHGQCKEGDNCRYSHDLSGRRRSRGGQDAQPRASADRGPKMATRWEPPTQEVAEAPPAASSSSLPLIGSAAERGFTEAEIDNAGIRSAAERGFSEAEIDNASLAAGAAAGAGAEGWEGAIEFVPGQPYRGRMVPPHGPEAPLQSPAIEREHMAMGMGMPMPVPMPMPVPMPVPMPLPLCRYAARGQCLRGDRCAYPHGE.... Result: 0 (no interaction). (5) The miRNA is hsa-miR-10b-3p with sequence ACAGAUUCGAUUCUAGGGGAAU. The protein sequence of the target gene is MSENLDKSHVDEAGEAEAAASEQGLEGALECSDETLQKKVKSDSPSSQRVGRPHSSPARLVTVEELLETAKGVTNMALAHEIVVTGDFRINAVELAEGSLEKRVKEIVHKAFWDCLSVQLSEEPPTYDHAIKLVGEIKETLLSFLLPGHTRLRNQITEVLDLELIKQEAENGALDISKLAEFIIGMMGILCAPARDEEVKKLKGIKEIVPLFRAIFSVLDLMKVDMANFAISSIRPHLMQQSVEYERRKFQEVLERQPNSLDFATQWLEEATNDLLSQKYKHALPAGGGAAGSGDAPLLT.... Result: 0 (no interaction). (6) The miRNA is hsa-miR-938 with sequence UGCCCUUAAAGGUGAACCCAGU. The protein sequence of the target gene is MQQALELALDRAEYVIESARQRPPKRKYLSSGRKSVFQKLYDLYIEECEKEPEVKKLRRNVNLLEKLVMQETLSCLVVNLYPGNEGYSLMLRGKNGSDSETIRLPYEEGELLEYLDAEELPPILVDLLEKSQVNIFHCGCVIAEIRDYRQSSNMKSPGYQSRHILLRPTMQTLICDVHSITSDNHKWTQEDKLLLESQLILATAEPLCLDPSIAVTCTANRLLYNKQKMNTRPMKRCFKRYSRSSLNRQQDLSHCPPPPQLRLLDFLQKRKERKAGQHYDLKISKAGNCVDMWKRSPCNL.... Result: 0 (no interaction).